From a dataset of Full USPTO retrosynthesis dataset with 1.9M reactions from patents (1976-2016). Predict the reactants needed to synthesize the given product. (1) Given the product [CH3:20][Si:21]([CH3:24])([CH3:23])[O:8][C@@H:9]1[C@@H:14]([O:15][Si:21]([CH3:24])([CH3:23])[CH3:20])[C@H:13]([O:16][Si:21]([CH3:24])([CH3:23])[CH3:20])[C@@H:12]([CH2:17][O:18][Si:21]([CH3:24])([CH3:23])[CH3:20])[O:11][C:10]1=[O:19], predict the reactants needed to synthesize it. The reactants are: CN1CCOCC1.[OH:8][C@@H:9]1[C@@H:14]([OH:15])[C@H:13]([OH:16])[C@@H:12]([CH2:17][OH:18])[O:11][C:10]1=[O:19].[CH3:20][Si:21]([CH3:24])([CH3:23])Cl. (2) Given the product [C:22]([C:21]1[CH:24]=[C:17]([C:15]2[S:16][C:12]([C:7]3[CH:8]=[CH:9][CH:10]=[C:11]4[C:6]=3[CH2:5][CH2:4][C@@H:3]4[NH:2][S:32]([CH:31]=[CH2:30])(=[O:34])=[O:33])=[N:13][N:14]=2)[CH:18]=[CH:19][C:20]=1[O:25][CH:26]([CH3:28])[CH3:27])#[N:23], predict the reactants needed to synthesize it. The reactants are: Cl.[NH2:2][C@@H:3]1[C:11]2[C:6](=[C:7]([C:12]3[S:16][C:15]([C:17]4[CH:18]=[CH:19][C:20]([O:25][CH:26]([CH3:28])[CH3:27])=[C:21]([CH:24]=4)[C:22]#[N:23])=[N:14][N:13]=3)[CH:8]=[CH:9][CH:10]=2)[CH2:5][CH2:4]1.Cl[CH2:30][CH2:31][S:32](Cl)(=[O:34])=[O:33]. (3) Given the product [C:47]([O:46][C:44](=[O:45])[C@@H:42]([C@H:40]([C:39]([O:38][C:35](=[O:37])[CH3:36])=[O:50])[OH:41])[OH:43])(=[O:49])[CH3:48].[C:1]([N:4]1[C:8]2[CH:9]=[CH:10][C:11]([Cl:13])=[CH:12][C:7]=2[S:6][CH:5]1[C:14]1[CH:19]=[C:18]([O:20][CH3:21])[CH:17]=[CH:16][C:15]=1[O:22][CH2:23][CH2:24][CH2:25][N:26]([CH2:30][CH2:31][O:32][CH2:33][CH3:34])[CH:27]([CH3:29])[CH3:28])(=[O:3])[CH3:2], predict the reactants needed to synthesize it. The reactants are: [C:1]([N:4]1[C:8]2[CH:9]=[CH:10][C:11]([Cl:13])=[CH:12][C:7]=2[S:6][CH:5]1[C:14]1[CH:19]=[C:18]([O:20][CH3:21])[CH:17]=[CH:16][C:15]=1[O:22][CH2:23][CH2:24][CH2:25][N:26]([CH2:30][CH2:31][O:32][CH2:33][CH3:34])[CH:27]([CH3:29])[CH3:28])(=[O:3])[CH3:2].[C:35]([O:38][C:39](=[O:50])[C@@H:40]([C@H:42]([C:44]([O:46][C:47](=[O:49])[CH3:48])=[O:45])[OH:43])[OH:41])(=[O:37])[CH3:36]. (4) Given the product [CH2:1]([O:3][C:4](=[O:38])[C:5]([O:29][C:30]1[CH:35]=[CH:34][C:33]([CH3:36])=[C:32]([CH3:37])[CH:31]=1)([CH3:28])[CH2:6][C:14]1[CH:15]=[CH:16][C:17]([OH:20])=[CH:18][CH:19]=1)[CH3:2], predict the reactants needed to synthesize it. The reactants are: [CH2:1]([O:3][C:4](=[O:38])[C:5]([O:29][C:30]1[CH:35]=[CH:34][C:33]([CH3:36])=[C:32]([CH3:37])[CH:31]=1)([CH3:28])[CH:6]([C:14]1[CH:19]=[CH:18][C:17]([O:20]CC2C=CC=CC=2)=[CH:16][CH:15]=1)OC(=O)C(F)(F)F)[CH3:2]. (5) The reactants are: [Br:1][C:2]1[CH:3]=[C:4]2[CH:10]=[CH:9][NH:8][C:5]2=[N:6][CH:7]=1.[Cl-].[Al+3].[Cl-].[Cl-].[Br:15][CH2:16][C:17](Cl)=[O:18]. Given the product [Br:15][CH2:16][C:17]([C:10]1[C:4]2[C:5](=[N:6][CH:7]=[C:2]([Br:1])[CH:3]=2)[NH:8][CH:9]=1)=[O:18], predict the reactants needed to synthesize it. (6) Given the product [CH3:1][O:2][C:3](=[O:11])[C:4]1[CH:9]=[CH:8][CH:7]=[CH:6][C:5]=1[NH:10][C:31](=[O:32])[C:30]1[CH:29]=[CH:28][C:27]([O:26][CH2:19][C:20]2[CH:21]=[CH:22][CH:23]=[CH:24][CH:25]=2)=[CH:35][CH:34]=1, predict the reactants needed to synthesize it. The reactants are: [CH3:1][O:2][C:3](=[O:11])[C:4]1[CH:9]=[CH:8][CH:7]=[CH:6][C:5]=1[NH2:10].C(N(CC)CC)C.[CH2:19]([O:26][C:27]1[CH:35]=[CH:34][C:30]([C:31](Cl)=[O:32])=[CH:29][CH:28]=1)[C:20]1[CH:25]=[CH:24][CH:23]=[CH:22][CH:21]=1. (7) Given the product [OH:25][C@@H:19]1[CH2:20][CH2:21][CH2:22][CH2:23][CH2:24][C@H:18]1[N:17]1[C:2]([C:11]2[CH:16]=[CH:15][CH:14]=[CH:13][CH:12]=2)=[C:3]([C:4]([O:6][CH2:7][CH3:8])=[O:5])[N:9]=[CH:10]1, predict the reactants needed to synthesize it. The reactants are: Br[C:2]([C:11]1[CH:16]=[CH:15][CH:14]=[CH:13][CH:12]=1)=[C:3]([N+:9]#[C-:10])[C:4]([O:6][CH2:7][CH3:8])=[O:5].[NH2:17][C@@H:18]1[CH2:24][CH2:23][CH2:22][CH2:21][CH2:20][C@H:19]1[OH:25].C(N(CC)CC)C.